Task: Predict the product of the given reaction.. Dataset: Forward reaction prediction with 1.9M reactions from USPTO patents (1976-2016) (1) Given the reactants C[Si](C=[N+]=[N-])(C)C.[I:8][C:9]1[CH:14]=[CH:13][CH:12]=[CH:11][C:10]=1[CH2:15][C:16]([OH:18])=[O:17].[CH3:19]O, predict the reaction product. The product is: [CH3:19][O:17][C:16](=[O:18])[CH2:15][C:10]1[CH:11]=[CH:12][CH:13]=[CH:14][C:9]=1[I:8]. (2) Given the reactants [Cl:1][C:2]1[CH:3]=[CH:4][C:5]([N:10]2[CH:14]=[N:13][CH:12]=[N:11]2)=[C:6]([CH:9]=1)[C:7]#[N:8].N, predict the reaction product. The product is: [Cl:1][C:2]1[CH:3]=[CH:4][C:5]([N:10]2[CH:14]=[N:13][CH:12]=[N:11]2)=[C:6]([CH:9]=1)[CH2:7][NH2:8]. (3) Given the reactants FC1C=CC(C2C=CC3C(=CC=C(OC)C=3)C=2)=C(N)C=1.BrC1C=CC(OCCN2CCCCC2)=C(F)C=1.[F:38][C:39]1[CH:40]=[CH:41][C:42]([C:62]2[CH:71]=[CH:70][C:69]3[C:64](=[CH:65][CH:66]=[C:67]([O:72]C)[CH:68]=3)[CH:63]=2)=[C:43]([NH:45][C:46]2[CH:51]=[CH:50][C:49]([O:52][CH2:53][CH2:54][N:55]3[CH2:60][CH2:59][CH2:58][CH2:57][CH2:56]3)=[C:48]([F:61])[CH:47]=2)[CH:44]=1, predict the reaction product. The product is: [F:38][C:39]1[CH:40]=[CH:41][C:42]([C:62]2[CH:63]=[C:64]3[C:69](=[CH:70][CH:71]=2)[CH:68]=[C:67]([OH:72])[CH:66]=[CH:65]3)=[C:43]([NH:45][C:46]2[CH:51]=[CH:50][C:49]([O:52][CH2:53][CH2:54][N:55]3[CH2:56][CH2:57][CH2:58][CH2:59][CH2:60]3)=[C:48]([F:61])[CH:47]=2)[CH:44]=1. (4) Given the reactants C(OC([N:8]1[CH2:13][CH2:12][CH:11]([N:14]2[C:18]3[CH:19]=[CH:20][CH:21]=[CH:22][C:17]=3[N:16]([CH2:23][C:24]3[CH:29]=[CH:28][CH:27]=[CH:26][C:25]=3[Cl:30])[C:15]2=[NH:31])[CH2:10][CH2:9]1)=O)(C)(C)C.N1C2C(=C(CN3C4C=CC=CC=4N(C4CCNCC4)C3=N)C=CC=2)C=C1, predict the reaction product. The product is: [Cl:30][C:25]1[CH:26]=[CH:27][CH:28]=[CH:29][C:24]=1[CH2:23][N:16]1[C:17]2[CH:22]=[CH:21][CH:20]=[CH:19][C:18]=2[N:14]([CH:11]2[CH2:10][CH2:9][NH:8][CH2:13][CH2:12]2)[C:15]1=[NH:31]. (5) Given the reactants [Cl:1][C:2]1[CH:3]=[C:4]([CH:12]=[CH:13][C:14]=1[CH:15]1[CH2:20][CH2:19][CH2:18][C:17](=[O:21])[CH2:16]1)[C:5]([O:7][C:8]([CH3:11])([CH3:10])[CH3:9])=[O:6].[Na].[Cl-].[NH4+], predict the reaction product. The product is: [Cl:1][C:2]1[CH:3]=[C:4]([CH:12]=[CH:13][C:14]=1[CH:15]1[CH2:20][CH2:19][CH2:18][CH:17]([OH:21])[CH2:16]1)[C:5]([O:7][C:8]([CH3:11])([CH3:10])[CH3:9])=[O:6]. (6) Given the reactants [F:1][C:2]1[CH:3]=[C:4]([C@@H:9]([NH2:11])[CH3:10])[CH:5]=[CH:6][C:7]=1[F:8].[Cl:12][C:13]1[CH:18]=[N:17][CH:16]=[C:15](Cl)[N:14]=1.C(=O)([O-])[O-].[K+].[K+].O, predict the reaction product. The product is: [Cl:12][C:13]1[N:14]=[C:15]([NH:11][C@H:9]([C:4]2[CH:5]=[CH:6][C:7]([F:8])=[C:2]([F:1])[CH:3]=2)[CH3:10])[CH:16]=[N:17][CH:18]=1.